Dataset: Retrosynthesis with 50K atom-mapped reactions and 10 reaction types from USPTO. Task: Predict the reactants needed to synthesize the given product. (1) Given the product Cc1cccc(C(NC(=O)CNC(=O)c2ccc(F)cc2)c2ccccc2)c1, predict the reactants needed to synthesize it. The reactants are: Cc1cccc(C(N)c2ccccc2)c1.O=C(O)CNC(=O)c1ccc(F)cc1. (2) Given the product O=C(c1ccc(Cl)nc1)N1CCOCC1, predict the reactants needed to synthesize it. The reactants are: C1COCCN1.O=C(O)c1ccc(Cl)nc1. (3) Given the product Clc1cc(OC2CCCCCC2)ncn1, predict the reactants needed to synthesize it. The reactants are: Clc1cc(Cl)ncn1.OC1CCCCCC1. (4) Given the product CCOC(=O)/C=C1\CCc2cc(OC)ccc21, predict the reactants needed to synthesize it. The reactants are: CCOC(=O)CP(=O)(OCC)OCC.COc1ccc2c(c1)CCC2=O. (5) The reactants are: COC(=O)Cc1ccc(-c2ccccc2NC(=O)c2cncc(Br)c2)s1.COc1ccc(B(O)O)c(OC)c1. Given the product COC(=O)Cc1ccc(-c2ccccc2NC(=O)c2cncc(-c3ccc(OC)cc3OC)c2)s1, predict the reactants needed to synthesize it. (6) Given the product O=C(C=Cc1cccnc1)NCCCCNC(=O)C(c1ccccc1)c1ccccc1, predict the reactants needed to synthesize it. The reactants are: NCCCCNC(=O)C(c1ccccc1)c1ccccc1.O=C(O)C=Cc1cccnc1. (7) Given the product S=C(NN=C(CCCCl)c1ccccc1)Nc1ccccc1, predict the reactants needed to synthesize it. The reactants are: NNC(=S)Nc1ccccc1.O=C(CCCCl)c1ccccc1.